From a dataset of Catalyst prediction with 721,799 reactions and 888 catalyst types from USPTO. Predict which catalyst facilitates the given reaction. (1) Reactant: [Cl:1][C:2]1[CH:7]=[CH:6][C:5]([C:8]2[C:17]3[C:12](=[CH:13][CH:14]=[C:15]([C:18](O)=[O:19])[CH:16]=3)[CH:11]=[N:10][CH:9]=2)=[CH:4][CH:3]=1.C(N(CC)C(C)C)(C)C.F[P-](F)(F)(F)(F)F.N1(OC(N(C)C)=[N+](C)C)C2N=CC=CC=2N=N1.[CH3:54][C:55]([CH3:59])([CH3:58])[CH2:56][NH2:57]. Product: [CH3:54][C:55]([CH3:59])([CH3:58])[CH2:56][NH:57][C:18]([C:15]1[CH:16]=[C:17]2[C:12](=[CH:13][CH:14]=1)[CH:11]=[N:10][CH:9]=[C:8]2[C:5]1[CH:4]=[CH:3][C:2]([Cl:1])=[CH:7][CH:6]=1)=[O:19]. The catalyst class is: 9. (2) Reactant: [CH3:1]CN(C(C)C)C(C)C.[Li]CCCC.CN(P(N(C)C)(N(C)C)=O)C.[O:26]1[CH2:31][CH2:30][CH:29]=[C:28]([C:32]([O:34][CH2:35][C:36]2[CH:41]=[CH:40][CH:39]=[CH:38][CH:37]=2)=[O:33])[CH2:27]1.N[C@H](C(O)=O)CCSC. Product: [CH3:1][C:28]1([C:32]([O:34][CH2:35][C:36]2[CH:41]=[CH:40][CH:39]=[CH:38][CH:37]=2)=[O:33])[CH:29]=[CH:30][CH2:31][O:26][CH2:27]1. The catalyst class is: 49. (3) Reactant: [NH2:1][C:2]1[CH:3]=[C:4]2[C:17](=[CH:18][CH:19]=1)[CH2:16][C:6]1([C:14]3[C:9](=[N:10][CH:11]=[CH:12][CH:13]=3)[NH:8][C:7]1=[O:15])[CH2:5]2.[Cl:20]N1C(=O)CCC1=O. Product: [NH2:1][C:2]1[CH:3]=[C:4]2[C:17](=[CH:18][C:19]=1[Cl:20])[CH2:16][C:6]1([C:14]3[C:9](=[N:10][CH:11]=[CH:12][CH:13]=3)[NH:8][C:7]1=[O:15])[CH2:5]2. The catalyst class is: 2.